This data is from Forward reaction prediction with 1.9M reactions from USPTO patents (1976-2016). The task is: Predict the product of the given reaction. (1) The product is: [NH2:1][C:2]([C:12]1[CH:17]=[CH:16][CH:15]=[CH:14][CH:13]=1)([C:6]1[CH:11]=[CH:10][CH:9]=[CH:8][CH:7]=1)[C:3]([NH:18][CH2:19][CH2:20][CH2:21][N:22]1[CH2:27][CH2:26][CH:25]([C:28]2[CH:29]=[C:30]([NH:35][C:36]([CH:38]3[CH2:40][CH2:39]3)=[O:37])[CH:31]=[CH:32][C:33]=2[F:34])[CH2:24][CH2:23]1)=[O:5]. Given the reactants [NH2:1][C:2]([C:12]1[CH:17]=[CH:16][CH:15]=[CH:14][CH:13]=1)([C:6]1[CH:11]=[CH:10][CH:9]=[CH:8][CH:7]=1)[C:3]([OH:5])=O.[NH2:18][CH2:19][CH2:20][CH2:21][N:22]1[CH2:27][CH2:26][CH:25]([C:28]2[CH:29]=[C:30]([NH:35][C:36]([CH:38]3[CH2:40][CH2:39]3)=[O:37])[CH:31]=[CH:32][C:33]=2[F:34])[CH2:24][CH2:23]1, predict the reaction product. (2) Given the reactants [OH:1][CH:2]1[O:9][C@H:8]([CH2:10][OH:11])[C@@H:6]([OH:7])[C@H:4]([OH:5])[C@H:3]1[NH:12][C:13]([CH3:15])=[O:14].[C:16]1([C:22](Cl)([C:29]2[CH:34]=[CH:33][CH:32]=[CH:31][CH:30]=2)[C:23]2[CH:28]=[CH:27][CH:26]=[CH:25][CH:24]=2)[CH:21]=[CH:20][CH:19]=[CH:18][CH:17]=1.CCOC(C)=O, predict the reaction product. The product is: [C:13]([NH:12][C@@H:3]1[C@@H:4]([OH:5])[C@H:6]([OH:7])[C@@H:8]([CH2:10][O:11][C:22]([C:16]2[CH:21]=[CH:20][CH:19]=[CH:18][CH:17]=2)([C:29]2[CH:30]=[CH:31][CH:32]=[CH:33][CH:34]=2)[C:23]2[CH:24]=[CH:25][CH:26]=[CH:27][CH:28]=2)[O:9][CH:2]1[OH:1])(=[O:14])[CH3:15]. (3) Given the reactants [F:1][C:2]1[CH:3]=[C:4]([CH:8]=[CH:9][C:10]=1[C:11]1[CH:16]=[N:15][C:14]([O:17][CH2:18][CH:19]2[CH2:24][CH2:23][N:22]([CH2:25][C:26]3([C:30]([F:33])([F:32])[F:31])[CH2:29][CH2:28][CH2:27]3)[CH2:21][CH2:20]2)=[CH:13][N:12]=1)[C:5]([OH:7])=O.Cl.[NH:35]1[CH2:40][CH2:39][CH2:38][C@@H:37]([OH:41])[CH2:36]1.C(Cl)CCl.C1C=CC2N(O)N=NC=2C=1.CCN(C(C)C)C(C)C, predict the reaction product. The product is: [F:1][C:2]1[CH:3]=[C:4]([C:5]([N:35]2[CH2:40][CH2:39][CH2:38][C@@H:37]([OH:41])[CH2:36]2)=[O:7])[CH:8]=[CH:9][C:10]=1[C:11]1[CH:16]=[N:15][C:14]([O:17][CH2:18][CH:19]2[CH2:20][CH2:21][N:22]([CH2:25][C:26]3([C:30]([F:33])([F:32])[F:31])[CH2:27][CH2:28][CH2:29]3)[CH2:23][CH2:24]2)=[CH:13][N:12]=1. (4) Given the reactants [CH2:1]([C:3]1[S:28][C:6]2[N:7]([CH2:13][C:14]3[CH:19]=[CH:18][C:17]([C:20]4[C:21]([C:26]#[N:27])=[CH:22][CH:23]=[CH:24][CH:25]=4)=[CH:16][CH:15]=3)[C:8](=[O:12])[NH:9][C:10](=[O:11])[C:5]=2[CH:4]=1)[CH3:2].Br[CH2:30][C:31]([C:33]1[CH:38]=[CH:37][C:36]([O:39][CH3:40])=[C:35]([F:41])[CH:34]=1)=[O:32].[H-].[Na+].[Cl-].O[NH3+:46].[C:47](=[O:50])([O-])[OH:48].[Na+], predict the reaction product. The product is: [CH2:1]([C:3]1[S:28][C:6]2[N:7]([CH2:13][C:14]3[CH:19]=[CH:18][C:17]([C:20]4[CH:25]=[CH:24][CH:23]=[CH:22][C:21]=4[C:26]4[NH:46][C:47](=[O:50])[O:48][N:27]=4)=[CH:16][CH:15]=3)[C:8](=[O:12])[N:9]([CH2:30][C:31]([C:33]3[CH:38]=[CH:37][C:36]([O:39][CH3:40])=[C:35]([F:41])[CH:34]=3)=[O:32])[C:10](=[O:11])[C:5]=2[CH:4]=1)[CH3:2]. (5) Given the reactants [C:1]1([S:7]([N:10]2[C:18]3[C:13](=[CH:14][C:15]([O:19][CH2:20][CH2:21][NH2:22])=[CH:16][CH:17]=3)[CH:12]=[CH:11]2)(=[O:9])=[O:8])[CH:6]=[CH:5][CH:4]=[CH:3][CH:2]=1.C(N(CC)CC)C.[C:30](Cl)(=[O:32])[CH3:31], predict the reaction product. The product is: [C:1]1([S:7]([N:10]2[C:18]3[C:13](=[CH:14][C:15]([O:19][CH2:20][CH2:21][NH:22][C:30](=[O:32])[CH3:31])=[CH:16][CH:17]=3)[CH:12]=[CH:11]2)(=[O:9])=[O:8])[CH:2]=[CH:3][CH:4]=[CH:5][CH:6]=1. (6) Given the reactants C([N:5]([C:15]1[N:16]([C:24]2[CH:29]=[CH:28][C:27]([Cl:30])=[CH:26][CH:25]=2)[N:17]=[C:18]2[C:23]=1[CH:22]=[CH:21][CH:20]=[CH:19]2)C(NC1CCCCC1)=O)CCC.N=[C:32]1[CH:37]=[CH:36][CH:35]=[N:34][CH2:33]1, predict the reaction product. The product is: [Cl:30][C:27]1[CH:26]=[CH:25][C:24]([N:16]2[C:15]([NH:5][C:32]3[CH:33]=[N:34][CH:35]=[CH:36][CH:37]=3)=[C:23]3[C:18]([CH:19]=[CH:20][CH:21]=[CH:22]3)=[N:17]2)=[CH:29][CH:28]=1. (7) Given the reactants Cl.[CH:2]1([N:5]2[CH2:10][C:9]3([CH2:15][CH2:14][NH:13][CH2:12][CH2:11]3)[O:8][CH2:7][C:6]2=[O:16])[CH2:4][CH2:3]1.[OH-].[Na+], predict the reaction product. The product is: [CH:2]1([N:5]2[CH2:10][C:9]3([CH2:11][CH2:12][NH:13][CH2:14][CH2:15]3)[O:8][CH2:7][C:6]2=[O:16])[CH2:4][CH2:3]1.